Dataset: Forward reaction prediction with 1.9M reactions from USPTO patents (1976-2016). Task: Predict the product of the given reaction. (1) Given the reactants [CH:1](B1OC(C)(C)C(C)(C)O1)=[CH2:2].Cl[C:13]1[C:14]([NH:33][CH2:34][C:35]2[O:36][CH:37]=[CH:38][CH:39]=2)=[N:15][C:16]([C:23]2[CH:28]=[CH:27][C:26]([Cl:29])=[C:25]([O:30][CH3:31])[C:24]=2[F:32])=[N:17][C:18]=1[C:19]([O:21][CH3:22])=[O:20].[F-].[Cs+].ClCCl, predict the reaction product. The product is: [Cl:29][C:26]1[CH:27]=[CH:28][C:23]([C:16]2[N:15]=[C:14]([NH:33][CH2:34][C:35]3[O:36][CH:37]=[CH:38][CH:39]=3)[C:13]([CH:1]=[CH2:2])=[C:18]([C:19]([O:21][CH3:22])=[O:20])[N:17]=2)=[C:24]([F:32])[C:25]=1[O:30][CH3:31]. (2) Given the reactants [C:1]([CH:4]([C:10]([O:12]CC)=O)[C:5]([O:7][CH2:8][CH3:9])=[O:6])(=O)[CH3:2].Cl.[NH2:16][NH2:17], predict the reaction product. The product is: [CH2:8]([O:7][C:5]([C:4]1[C:10](=[O:12])[NH:16][NH:17][C:1]=1[CH3:2])=[O:6])[CH3:9]. (3) Given the reactants [CH3:1][O:2][C:3]1[CH:22]=[CH:21][C:6]([CH2:7][C@@H:8]2[C:12]3=[N:13][C:14]4[CH:19]=[CH:18][CH:17]=[CH:16][C:15]=4[N:11]3[C:10](=[O:20])[NH:9]2)=[CH:5][CH:4]=1.[NH2:23][CH:24]([C:28]1[CH:33]=[CH:32][CH:31]=[CH:30][CH:29]=1)[CH2:25][CH2:26][OH:27].C(O)(C(F)(F)F)=O, predict the reaction product. The product is: [NH:11]1[C:15]2[CH:16]=[CH:17][CH:18]=[CH:19][C:14]=2[N:13]=[C:12]1[C@H:8]([NH:9][C:10]([NH:23][CH:24]([C:28]1[CH:33]=[CH:32][CH:31]=[CH:30][CH:29]=1)[CH2:25][CH2:26][OH:27])=[O:20])[CH2:7][C:6]1[CH:5]=[CH:4][C:3]([O:2][CH3:1])=[CH:22][CH:21]=1. (4) Given the reactants [C:1]1([S:7][C:8]2[CH:9]=[CH:10][C:11]3[O:15]C=[N:13][C:12]=3[CH:16]=2)[CH:6]=[CH:5][CH:4]=[CH:3][CH:2]=1.[ClH:17].O, predict the reaction product. The product is: [ClH:17].[NH2:13][C:12]1[CH:16]=[C:8]([S:7][C:1]2[CH:6]=[CH:5][CH:4]=[CH:3][CH:2]=2)[CH:9]=[CH:10][C:11]=1[OH:15].